From a dataset of Merck oncology drug combination screen with 23,052 pairs across 39 cell lines. Regression. Given two drug SMILES strings and cell line genomic features, predict the synergy score measuring deviation from expected non-interaction effect. (1) Drug 1: CCC1(O)CC2CN(CCc3c([nH]c4ccccc34)C(C(=O)OC)(c3cc4c(cc3OC)N(C)C3C(O)(C(=O)OC)C(OC(C)=O)C5(CC)C=CCN6CCC43C65)C2)C1. Drug 2: O=C(NOCC(O)CO)c1ccc(F)c(F)c1Nc1ccc(I)cc1F. Cell line: SKMEL30. Synergy scores: synergy=-1.92. (2) Drug 1: C#Cc1cccc(Nc2ncnc3cc(OCCOC)c(OCCOC)cc23)c1. Drug 2: NC1CCCCC1N.O=C(O)C(=O)O.[Pt+2]. Cell line: ES2. Synergy scores: synergy=-24.5. (3) Drug 1: C=CCn1c(=O)c2cnc(Nc3ccc(N4CCN(C)CC4)cc3)nc2n1-c1cccc(C(C)(C)O)n1. Drug 2: CC1(c2nc3c(C(N)=O)cccc3[nH]2)CCCN1. Cell line: HT29. Synergy scores: synergy=4.34. (4) Drug 1: CN(C)C(=N)N=C(N)N. Cell line: SW837. Synergy scores: synergy=-16.4. Drug 2: O=C(NOCC(O)CO)c1ccc(F)c(F)c1Nc1ccc(I)cc1F. (5) Drug 1: CN(Cc1cnc2nc(N)nc(N)c2n1)c1ccc(C(=O)NC(CCC(=O)O)C(=O)O)cc1. Cell line: A427. Drug 2: O=C(O)C1(Cc2cccc(Nc3nccs3)n2)CCC(Oc2cccc(Cl)c2F)CC1. Synergy scores: synergy=0.0758. (6) Drug 1: C=CCn1c(=O)c2cnc(Nc3ccc(N4CCN(C)CC4)cc3)nc2n1-c1cccc(C(C)(C)O)n1. Drug 2: Cc1nc(Nc2ncc(C(=O)Nc3c(C)cccc3Cl)s2)cc(N2CCN(CCO)CC2)n1. Cell line: CAOV3. Synergy scores: synergy=16.8. (7) Drug 1: COc1cccc2c1C(=O)c1c(O)c3c(c(O)c1C2=O)CC(O)(C(=O)CO)CC3OC1CC(N)C(O)C(C)O1. Drug 2: O=C(NOCC(O)CO)c1ccc(F)c(F)c1Nc1ccc(I)cc1F. Cell line: ZR751. Synergy scores: synergy=10.8. (8) Drug 1: O=P1(N(CCCl)CCCl)NCCCO1. Drug 2: Cn1cc(-c2cnn3c(N)c(Br)c(C4CCCNC4)nc23)cn1. Cell line: SW837. Synergy scores: synergy=-21.5. (9) Drug 1: O=P1(N(CCCl)CCCl)NCCCO1. Drug 2: O=C(O)C1(Cc2cccc(Nc3nccs3)n2)CCC(Oc2cccc(Cl)c2F)CC1. Cell line: SW837. Synergy scores: synergy=-0.864.